This data is from Catalyst prediction with 721,799 reactions and 888 catalyst types from USPTO. The task is: Predict which catalyst facilitates the given reaction. Product: [CH2:1]([O:3][C:4](=[O:18])[C:5]([C:6](=[O:17])[C:7]1[CH:12]=[CH:11][CH:10]=[CH:9][C:8]=1[C:13]([F:16])([F:14])[F:15])=[CH:21][N:22]([CH3:24])[CH3:23])[CH3:2]. Reactant: [CH2:1]([O:3][C:4](=[O:18])[CH2:5][C:6](=[O:17])[C:7]1[CH:12]=[CH:11][CH:10]=[CH:9][C:8]=1[C:13]([F:16])([F:15])[F:14])[CH3:2].CO[CH:21](OC)[N:22]([CH3:24])[CH3:23]. The catalyst class is: 9.